This data is from Full USPTO retrosynthesis dataset with 1.9M reactions from patents (1976-2016). The task is: Predict the reactants needed to synthesize the given product. (1) Given the product [CH:31]1([C:34]2[CH:40]=[CH:39][C:37]([N:38]3[CH2:13][CH2:12][C:6]4([CH2:7][CH2:8][N:9]([S:23]([C:20]5[CH:21]=[CH:22][C:17]([F:16])=[CH:18][C:19]=5[C:27]([F:30])([F:29])[F:28])(=[O:25])=[O:24])[CH2:10][CH2:11]4)[C:4]3=[O:5])=[CH:36][CH:35]=2)[CH2:33][CH2:32]1, predict the reactants needed to synthesize it. The reactants are: C(O[C:4]([C:6]1([CH2:12][CH2:13]OC)[CH2:11][CH2:10][NH:9][CH2:8][CH2:7]1)=[O:5])C.[F:16][C:17]1[CH:22]=[CH:21][C:20]([S:23](Cl)(=[O:25])=[O:24])=[C:19]([C:27]([F:30])([F:29])[F:28])[CH:18]=1.[CH:31]1([C:34]2[CH:40]=[CH:39][C:37]([NH2:38])=[CH:36][CH:35]=2)[CH2:33][CH2:32]1. (2) The reactants are: [CH:1]1([C:4]2[O:8]C=[N:6][C:5]=2[C:9]([O:11][CH3:12])=[O:10])[CH2:3][CH2:2]1.CC1C=CC(S(O)(=O)=O)=CC=1.O. Given the product [NH2:6][CH:5]([C:4]([CH:1]1[CH2:3][CH2:2]1)=[O:8])[C:9]([O:11][CH3:12])=[O:10], predict the reactants needed to synthesize it. (3) Given the product [CH3:1][O:2][C:3]([C@@H:5]1[CH2:18][C@H:17]([NH2:19])[C:16](=[O:22])[C@H:15]2[C@@:6]1([CH3:30])[CH2:7][CH2:8][C@@H:9]1[C@:14]2([CH3:23])[CH2:13][C@@H:12]([C:24]2[CH:28]=[CH:27][O:26][CH:25]=2)[O:11][C:10]1=[O:29])=[O:4], predict the reactants needed to synthesize it. The reactants are: [CH3:1][O:2][C:3]([C@@H:5]1[CH2:18][C@H:17]([N:19]=[N+]=[N-])[C:16](=[O:22])[C@H:15]2[C@@:6]1([CH3:30])[CH2:7][CH2:8][C@@H:9]1[C@:14]2([CH3:23])[CH2:13][C@@H:12]([C:24]2[CH:28]=[CH:27][O:26][CH:25]=2)[O:11][C:10]1=[O:29])=[O:4].[NH4+].[Cl-]. (4) The reactants are: [Br:1][C:2]1[CH:7]=[CH:6][C:5]([F:8])=[CH:4][C:3]=1[OH:9].IC.[C:12](=O)([O-])[O-].[K+].[K+].O. Given the product [Br:1][C:2]1[CH:7]=[CH:6][C:5]([F:8])=[CH:4][C:3]=1[O:9][CH3:12], predict the reactants needed to synthesize it. (5) Given the product [OH:14][C:9]1[CH:10]=[CH:11][CH:12]=[CH:13][C:8]=1[CH:3]([NH:2][S:27]([C:18]1[CH:19]=[CH:20][C:21]2[C:26](=[CH:25][CH:24]=[CH:23][CH:22]=2)[CH:17]=1)(=[O:29])=[O:28])[CH2:4][C:5]([OH:7])=[O:6], predict the reactants needed to synthesize it. The reactants are: Cl.[NH2:2][CH:3]([C:8]1[CH:13]=[CH:12][CH:11]=[CH:10][C:9]=1[OH:14])[CH2:4][C:5]([OH:7])=[O:6].[OH-].[Na+].[CH:17]1[C:26]2[C:21](=[CH:22][CH:23]=[CH:24][CH:25]=2)[CH:20]=[CH:19][C:18]=1[S:27](Cl)(=[O:29])=[O:28]. (6) Given the product [CH2:9]1[C:10]2[C:15](=[CH:14][C:13]([C:17]3([OH:22])[CH2:21][CH2:20][O:19][CH2:18]3)=[CH:12][CH:11]=2)[CH2:16][NH:8]1, predict the reactants needed to synthesize it. The reactants are: C([N:8]1[CH2:16][C:15]2[C:10](=[CH:11][CH:12]=[C:13]([C:17]3([OH:22])[CH2:21][CH2:20][O:19][CH2:18]3)[CH:14]=2)[CH2:9]1)C1C=CC=CC=1.[H][H]. (7) Given the product [F:19][C:16]([F:17])([F:18])[C:3]1[CH:4]=[C:5]([C:8]2[CH:9]=[CH:10][C:11]([C:14]#[N:15])=[CH:12][CH:13]=2)[CH:6]=[CH:7][C:2]=1[NH:1][CH2:30][C:29]1[CH:28]=[N:27][C:26]([CH3:32])=[C:25]2[O:33][C:21]([CH3:34])([CH3:20])[O:22][CH2:23][C:24]=12, predict the reactants needed to synthesize it. The reactants are: [NH2:1][C:2]1[CH:7]=[CH:6][C:5]([C:8]2[CH:13]=[CH:12][C:11]([C:14]#[N:15])=[CH:10][CH:9]=2)=[CH:4][C:3]=1[C:16]([F:19])([F:18])[F:17].[CH3:20][C:21]1([CH3:34])[O:33][C:25]2[C:26]([CH3:32])=[N:27][CH:28]=[C:29]([CH:30]=O)[C:24]=2[CH2:23][O:22]1. (8) Given the product [Cl:1][C:2]1[CH:3]=[C:4]([CH:5]=[CH:10][C:11](=[O:12])[CH:13]=[CH:5][C:4]2[CH:7]=[CH:8][CH:9]=[C:2]([Cl:1])[CH:3]=2)[CH:7]=[CH:8][CH:9]=1, predict the reactants needed to synthesize it. The reactants are: [Cl:1][C:2]1[CH:3]=[C:4]([CH:7]=[CH:8][CH:9]=1)[CH:5]=O.[CH3:10][C:11]([CH3:13])=[O:12].[OH-].[Na+].O. (9) Given the product [F:8][C:5]1[N:6]=[CH:7][C:2]([C:16]2([OH:19])[CH2:17][CH2:18][C:13]3([O:12][CH2:11][CH2:10][O:9]3)[CH2:14][CH2:15]2)=[CH:3][CH:4]=1, predict the reactants needed to synthesize it. The reactants are: Br[C:2]1[CH:3]=[CH:4][C:5]([F:8])=[N:6][CH:7]=1.[O:9]1[C:13]2([CH2:18][CH2:17][C:16](=[O:19])[CH2:15][CH2:14]2)[O:12][CH2:11][CH2:10]1.